From a dataset of Forward reaction prediction with 1.9M reactions from USPTO patents (1976-2016). Predict the product of the given reaction. (1) Given the reactants [CH3:1][CH:2]1[CH2:7][NH:6][C:5]2[CH:8]=[CH:9][C:10]([N+:12]([O-:14])=[O:13])=[CH:11][C:4]=2[O:3]1.C=O.[BH3-][C:18]#N.[Na+], predict the reaction product. The product is: [CH3:1][CH:2]1[CH2:7][N:6]([CH3:18])[C:5]2[CH:8]=[CH:9][C:10]([N+:12]([O-:14])=[O:13])=[CH:11][C:4]=2[O:3]1. (2) Given the reactants [OH-].[Na+].[O:3]1[CH2:8][CH2:7][CH2:6][CH2:5][CH:4]1[N:9]1[C:13]([C:14]2[S:15][CH:16]=[C:17]([C:19]([O:21]C)=[O:20])[N:18]=2)=[CH:12][C:11]([C:23]([F:26])([F:25])[F:24])=[N:10]1.Cl, predict the reaction product. The product is: [O:3]1[CH2:8][CH2:7][CH2:6][CH2:5][CH:4]1[N:9]1[C:13]([C:14]2[S:15][CH:16]=[C:17]([C:19]([OH:21])=[O:20])[N:18]=2)=[CH:12][C:11]([C:23]([F:24])([F:25])[F:26])=[N:10]1. (3) Given the reactants CO.[C:3]([O:6][CH2:7][C:8]1[C:16]2[C:11](=[CH:12][C:13]([F:17])=[CH:14][CH:15]=2)[N:10](C(OC(C)(C)C)=O)[CH:9]=1)(=O)C.C[O-].[Na+], predict the reaction product. The product is: [F:17][C:13]1[CH:12]=[C:11]2[C:16]([C:8]([CH2:7][O:6][CH3:3])=[CH:9][NH:10]2)=[CH:15][CH:14]=1. (4) Given the reactants Br[C:2]1C=COC=1C(O)=O.C(O)C.[C:13]([O:17][C:18]([NH:20][C:21]1[CH:22]=[C:23]([CH:27]=[CH:28][C:29]=1[O:30][CH3:31])[C:24]([OH:26])=[O:25])=[O:19])([CH3:16])([CH3:15])[CH3:14], predict the reaction product. The product is: [C:13]([O:17][C:18]([NH:20][C:21]1[CH:22]=[C:23]([CH:27]=[CH:28][C:29]=1[O:30][CH3:31])[C:24]([O:26][CH3:2])=[O:25])=[O:19])([CH3:16])([CH3:15])[CH3:14]. (5) Given the reactants [CH2:1]([N:3]=[C:4]=[O:5])[CH3:2].[F:6][C:7]1[C:8]([C:25]2[CH:30]=[CH:29][C:28]([F:31])=[CH:27][C:26]=2[O:32][CH3:33])=[CH:9][C:10]([NH:13][C:14]2[CH:19]=[C:18]([CH2:20][S:21]([CH3:24])(=[NH:23])=[O:22])[CH:17]=[CH:16][N:15]=2)=[N:11][CH:12]=1.C(N(CC)CC)C, predict the reaction product. The product is: [CH2:1]([NH:3][C:4]([N:23]=[S:21]([CH2:20][C:18]1[CH:17]=[CH:16][N:15]=[C:14]([NH:13][C:10]2[CH:9]=[C:8]([C:25]3[CH:30]=[CH:29][C:28]([F:31])=[CH:27][C:26]=3[O:32][CH3:33])[C:7]([F:6])=[CH:12][N:11]=2)[CH:19]=1)([CH3:24])=[O:22])=[O:5])[CH3:2]. (6) Given the reactants CCN=C=N[CH2:6][CH2:7][CH2:8][N:9]([CH3:11])[CH3:10].[Cl:12][C:13]1[CH:14]=[C:15]2[C:19](=[CH:20][CH:21]=1)[NH:18][C:17]([C:22]([OH:24])=O)=[CH:16]2.[CH:25]1[CH:26]=[CH:27][C:28]2[N:33](O)N=N[C:29]=2[CH:30]=1.CCN([CH2:40][CH3:41])CC.[CH3:42]N(C=O)C, predict the reaction product. The product is: [CH:8]1([N:9]([CH2:10][C:25]2[CH:26]=[CH:27][C:28]([NH:33][C:22]([C:17]3[NH:18][C:19]4[C:15]([CH:16]=3)=[CH:14][C:13]([Cl:12])=[CH:21][CH:20]=4)=[O:24])=[CH:29][CH:30]=2)[CH3:11])[CH2:7][CH2:6][CH2:41][CH2:40][CH2:42]1. (7) The product is: [F:42][C:2]1([F:1])[CH2:5][CH:4]([C:6]2[O:10][N:9]=[C:8]([C:11]3[CH:12]=[CH:13][C:14]([CH3:41])=[C:15]([NH:17][C:18]([C:20]4[N:24]5[CH:25]=[C:26]([CH2:29][OH:30])[CH:27]=[CH:28][C:23]5=[N:22][CH:21]=4)=[O:19])[CH:16]=3)[N:7]=2)[CH2:3]1. Given the reactants [F:1][C:2]1([F:42])[CH2:5][CH:4]([C:6]2[O:10][N:9]=[C:8]([C:11]3[CH:12]=[CH:13][C:14]([CH3:41])=[C:15]([NH:17][C:18]([C:20]4[N:24]5[CH:25]=[C:26]([CH2:29][O:30][Si](C(C)C)(C(C)C)C(C)C)[CH:27]=[CH:28][C:23]5=[N:22][CH:21]=4)=[O:19])[CH:16]=3)[N:7]=2)[CH2:3]1.CCCC[N+](CCCC)(CCCC)CCCC.[F-], predict the reaction product.